Dataset: Full USPTO retrosynthesis dataset with 1.9M reactions from patents (1976-2016). Task: Predict the reactants needed to synthesize the given product. (1) The reactants are: P(Cl)(Cl)(Cl)(Cl)Cl.[N:7]1[CH:12]=[CH:11][C:10]([C:13]([OH:15])=[O:14])=[CH:9][C:8]=1[C:16]([OH:18])=O.[CH3:19][OH:20].[C:21]([O-])(O)=O.[Na+]. Given the product [CH3:19][O:20][C:16]([C:8]1[CH:9]=[C:10]([C:13]([O:15][CH3:21])=[O:14])[CH:11]=[CH:12][N:7]=1)=[O:18], predict the reactants needed to synthesize it. (2) Given the product [F:1][C:2]1[CH:7]=[C:6]([O:8][CH2:9][C:10]2[CH:15]=[CH:14][CH:13]=[C:12]([F:16])[CH:11]=2)[CH:5]=[CH:4][C:3]=1[N:17]1[C:22](=[O:23])[CH2:21][CH:19]([C:18]([OH:26])=[O:25])[CH2:20]1, predict the reactants needed to synthesize it. The reactants are: [F:1][C:2]1[CH:7]=[C:6]([O:8][CH2:9][C:10]2[CH:15]=[CH:14][CH:13]=[C:12]([F:16])[CH:11]=2)[CH:5]=[CH:4][C:3]=1[NH2:17].[C:18]([OH:26])(=[O:25])[C:19]([CH2:21][C:22](O)=[O:23])=[CH2:20].